From a dataset of Reaction yield outcomes from USPTO patents with 853,638 reactions. Predict the reaction yield, written as a fraction of the theoretical maximum amount of product (1.0 means a 100% yield; for example, 0.34 means a 34% yield). The reactants are [CH2:1]([O:3][C:4](=[O:22])[C:5]([NH:7][C:8]1[C:13]([C:14]([F:17])([F:16])[F:15])=[CH:12][C:11]([Br:18])=[CH:10][C:9]=1[N+:19]([O-])=O)=[O:6])[CH3:2].[O-]S(S([O-])=O)=O.[Na+].[Na+].CCOC(C)=O. The catalyst is C1COCC1.O. The product is [CH2:1]([O:3][C:4](=[O:22])[C:5]([NH:7][C:8]1[C:13]([C:14]([F:17])([F:15])[F:16])=[CH:12][C:11]([Br:18])=[CH:10][C:9]=1[NH2:19])=[O:6])[CH3:2]. The yield is 0.900.